Dataset: Peptide-MHC class I binding affinity with 185,985 pairs from IEDB/IMGT. Task: Regression. Given a peptide amino acid sequence and an MHC pseudo amino acid sequence, predict their binding affinity value. This is MHC class I binding data. (1) The peptide sequence is APTLHRLGI. The MHC is HLA-A11:01 with pseudo-sequence HLA-A11:01. The binding affinity (normalized) is 0.0847. (2) The peptide sequence is RVQFIPGQR. The MHC is HLA-B35:01 with pseudo-sequence HLA-B35:01. The binding affinity (normalized) is 0.251. (3) The peptide sequence is LIFLLVLLDY. The MHC is HLA-A68:01 with pseudo-sequence HLA-A68:01. The binding affinity (normalized) is 0.207. (4) The binding affinity (normalized) is 0.0720. The MHC is Patr-A0701 with pseudo-sequence Patr-A0701. The peptide sequence is YYADSVKGRF. (5) The peptide sequence is HPRHYATVM. The MHC is HLA-B35:01 with pseudo-sequence HLA-B35:01. The binding affinity (normalized) is 0.618. (6) The peptide sequence is PANINDKQI. The MHC is HLA-A68:02 with pseudo-sequence HLA-A68:02. The binding affinity (normalized) is 0.0778.